Dataset: Reaction yield outcomes from USPTO patents with 853,638 reactions. Task: Predict the reaction yield, written as a fraction of the theoretical maximum amount of product (1.0 means a 100% yield; for example, 0.34 means a 34% yield). (1) The reactants are [CH2:1]([O:8][C:9]([N:11]1[CH2:16][CH2:15][CH:14]([CH:17]([C:23]([O:25][C:26]([CH3:29])([CH3:28])[CH3:27])=[O:24])[CH2:18][S:19](Cl)(=[O:21])=[O:20])[CH2:13][CH2:12]1)=[O:10])[C:2]1[CH:7]=[CH:6][CH:5]=[CH:4][CH:3]=1.[Cl:30][C:31]([Cl:57])([Cl:56])[CH2:32][O:33][C:34]([N:36]1[C:48]2[CH2:47][N:46](C(OC(C)(C)C)=O)[CH2:45][CH2:44][C:43]=2[C:42]2[C:37]1=[CH:38][CH:39]=[CH:40][CH:41]=2)=[O:35]. The catalyst is CCCCCCC.C(OCC)(=O)C. The product is [Cl:57][C:31]([Cl:30])([Cl:56])[CH2:32][O:33][C:34]([N:36]1[C:48]2[CH2:47][N:46]([S:19]([CH2:18][CH:17]([CH:14]3[CH2:15][CH2:16][N:11]([C:9]([O:8][CH2:1][C:2]4[CH:7]=[CH:6][CH:5]=[CH:4][CH:3]=4)=[O:10])[CH2:12][CH2:13]3)[C:23]([O:25][C:26]([CH3:29])([CH3:28])[CH3:27])=[O:24])(=[O:21])=[O:20])[CH2:45][CH2:44][C:43]=2[C:42]2[C:37]1=[CH:38][CH:39]=[CH:40][CH:41]=2)=[O:35]. The yield is 0.610. (2) The reactants are C[O:2][C:3](=[O:16])[CH2:4][C:5]1[C:14]2[C:9](=[C:10]([OH:15])[CH:11]=[CH:12][CH:13]=2)[CH:8]=[CH:7][CH:6]=1.C1C=CC(P(C2C=CC=CC=2)C2C=CC=CC=2)=CC=1.[F:36][C:37]([F:57])([F:56])[C:38]1[CH:39]=[CH:40][CH:41]=[C:42]2[C:47]=1[N:46]=[CH:45][CH:44]=[C:43]2[C:48]1[CH:49]=[C:50]([CH2:54]O)[CH:51]=[CH:52][CH:53]=1.CCOC(/N=N/C(OCC)=O)=O.[Li+].[OH-]. The catalyst is C(Cl)Cl.C1COCC1.CO.O.C(O)(=O)C. The product is [F:57][C:37]([F:36])([F:56])[C:38]1[CH:39]=[CH:40][CH:41]=[C:42]2[C:47]=1[N:46]=[CH:45][CH:44]=[C:43]2[C:48]1[CH:49]=[C:50]([CH:51]=[CH:52][CH:53]=1)[CH2:54][O:15][C:10]1[CH:11]=[CH:12][CH:13]=[C:14]2[C:9]=1[CH:8]=[CH:7][CH:6]=[C:5]2[CH2:4][C:3]([OH:2])=[O:16]. The yield is 0.550. (3) The reactants are [NH2:1][C:2]1[CH:7]=[C:6]([O:8][C:9]2[CH:14]=[CH:13][C:12]([N+:15]([O-])=O)=[CH:11][C:10]=2[Cl:18])[N:5]=[CH:4][N:3]=1.Cl[C:20](OC1C=CC=CC=1)=[O:21].[NH:29]1[CH2:33][CH2:32][CH2:31][CH2:30]1.[Cl-].[NH4+]. The catalyst is O1CCCC1.[Fe].O.C(O)C.C(N(CC)CC)C. The product is [NH2:15][C:12]1[CH:13]=[CH:14][C:9]([O:8][C:6]2[CH:7]=[C:2]([NH:1][C:20]([N:29]3[CH2:33][CH2:32][CH2:31][CH2:30]3)=[O:21])[N:3]=[CH:4][N:5]=2)=[C:10]([Cl:18])[CH:11]=1. The yield is 0.510. (4) The reactants are [Br:1][C:2]1[C:11]([N+:12]([O-])=O)=[CH:10][C:9]([Cl:15])=[CH:8][C:3]=1[C:4]([O:6][CH3:7])=[O:5].[Cl-].[NH4+].O. The catalyst is CO.[Fe]. The product is [NH2:12][C:11]1[C:2]([Br:1])=[C:3]([CH:8]=[C:9]([Cl:15])[CH:10]=1)[C:4]([O:6][CH3:7])=[O:5]. The yield is 0.480. (5) The product is [Cl:1][C:2]1[C:11]2[C:6](=[CH:7][C:8]([CH2:13][O:14][CH:17]3[CH2:18][CH2:19][CH2:20][CH2:21][O:16]3)=[C:9]([CH3:12])[CH:10]=2)[N:5]=[C:4]([CH3:15])[CH:3]=1. The catalyst is ClCCl.C1(C)C=CC=CC=1. The yield is 0.590. The reactants are [Cl:1][C:2]1[C:11]2[C:6](=[CH:7][C:8]([CH2:13][OH:14])=[C:9]([CH3:12])[CH:10]=2)[N:5]=[C:4]([CH3:15])[CH:3]=1.[O:16]1[CH:21]=[CH:20][CH2:19][CH2:18][CH2:17]1.C1(C)C=CC(S([O-])(=O)=O)=CC=1.[NH+]1C=CC=CC=1. (6) The reactants are [O:1]1[C:5]2[CH:6]=[CH:7][C:8]([C:10]3[O:14][CH:13]=[N:12][C:11]=3Br)=[CH:9][C:4]=2[O:3][CH2:2]1.Br[C:17]1[CH:22]=[CH:21][CH:20]=[C:19]([CH3:23])[N:18]=1.C[Sn](C)(C)[Sn](C)(C)C. The catalyst is O1CCOCC1.C1C=CC([P]([Pd]([P](C2C=CC=CC=2)(C2C=CC=CC=2)C2C=CC=CC=2)([P](C2C=CC=CC=2)(C2C=CC=CC=2)C2C=CC=CC=2)[P](C2C=CC=CC=2)(C2C=CC=CC=2)C2C=CC=CC=2)(C2C=CC=CC=2)C2C=CC=CC=2)=CC=1. The product is [O:1]1[C:5]2[CH:6]=[CH:7][C:8]([C:10]3[O:14][CH:13]=[N:12][C:11]=3[C:17]3[CH:22]=[CH:21][CH:20]=[C:19]([CH3:23])[N:18]=3)=[CH:9][C:4]=2[O:3][CH2:2]1. The yield is 0.700. (7) The reactants are [O:1]=[C:2]([NH:8][C:9]1[CH:14]=[CH:13][CH:12]=[C:11]([C:15]([F:18])([F:17])[F:16])[CH:10]=1)[CH2:3][C:4]([O:6]C)=[O:5].CO[CH:21](OC)[CH2:22][C:23](=O)[CH3:24].C[O-].[Na+].[OH-].[Na+].Cl. The catalyst is O.C(O)C. The product is [CH3:21][C:22]1[N:8]([C:9]2[CH:14]=[CH:13][CH:12]=[C:11]([C:15]([F:18])([F:17])[F:16])[CH:10]=2)[C:2](=[O:1])[C:3]([C:4]([OH:6])=[O:5])=[CH:24][CH:23]=1. The yield is 0.735.